From a dataset of Catalyst prediction with 721,799 reactions and 888 catalyst types from USPTO. Predict which catalyst facilitates the given reaction. (1) Reactant: C(O[C:6]([NH:8][C@H:9]([CH:13]1[CH2:21][C:20]2[C:15](=[CH:16][CH:17]=[CH:18][CH:19]=2)[CH2:14]1)[C:10]([OH:12])=O)=[O:7])(C)(C)C.CN1CCOCC1.C(OC(Cl)=O)(C)C.[F:36][C:37]1[CH:42]=[C:41]([F:43])[CH:40]=[CH:39][C:38]=1[CH:44]([NH:50][C@H:51](C(O)=O)[CH2:52][CH:53]([CH3:55])[CH3:54])[C:45]([N:47]([CH3:49])[CH3:48])=[O:46]. Product: [F:36][C:37]1[CH:42]=[C:41]([F:43])[CH:40]=[CH:39][C:38]=1[C@@H:44]([N:50]1[C@H:51]([CH2:52][CH:53]([CH3:55])[CH3:54])[C:6](=[O:7])[NH:8][C@H:9]([CH:13]2[CH2:14][C:15]3[C:20](=[CH:19][CH:18]=[CH:17][CH:16]=3)[CH2:21]2)[C:10]1=[O:12])[C:45]([N:47]([CH3:48])[CH3:49])=[O:46]. The catalyst class is: 359. (2) Reactant: [CH3:1][N:2]([CH3:4])[CH3:3].[Cl:5][CH2:6][CH2:7][NH:8][C:9](=[O:42])[O:10][CH:11]1[CH2:17][CH2:16][CH2:15][N:14]([C:18](=[O:36])[C:19]2[CH:24]=[CH:23][C:22]([NH:25][C:26](=[O:34])[C:27]3[CH:32]=[CH:31][CH:30]=[CH:29][C:28]=3[CH3:33])=[CH:21][C:20]=2[CH3:35])[C:13]2[CH:37]=[CH:38][C:39]([Cl:41])=[CH:40][C:12]1=2. Product: [Cl-:5].[Cl:41][C:39]1[CH:38]=[CH:37][C:13]2[N:14]([C:18](=[O:36])[C:19]3[CH:24]=[CH:23][C:22]([NH:25][C:26](=[O:34])[C:27]4[CH:32]=[CH:31][CH:30]=[CH:29][C:28]=4[CH3:33])=[CH:21][C:20]=3[CH3:35])[CH2:15][CH2:16][CH2:17][CH:11]([O:10][C:9]([NH:8][CH2:7][CH2:6][N+:2]([CH3:4])([CH3:3])[CH3:1])=[O:42])[C:12]=2[CH:40]=1. The catalyst class is: 8. (3) The catalyst class is: 69. Product: [CH2:1]([O:8][C:9]([N:11]1[C:14]2([CH2:19][CH2:18][CH2:17][N:16]([C:23]3[C:24]4[CH:31]=[CH:30][NH:29][C:25]=4[N:26]=[CH:27][N:28]=3)[CH2:15]2)[C:13]([F:21])([F:20])[CH2:12]1)=[O:10])[C:2]1[CH:7]=[CH:6][CH:5]=[CH:4][CH:3]=1. Reactant: [CH2:1]([O:8][C:9]([N:11]1[C:14]2([CH2:19][CH2:18][CH2:17][NH:16][CH2:15]2)[C:13]([F:21])([F:20])[CH2:12]1)=[O:10])[C:2]1[CH:7]=[CH:6][CH:5]=[CH:4][CH:3]=1.Cl[C:23]1[C:24]2[CH:31]=[CH:30][NH:29][C:25]=2[N:26]=[CH:27][N:28]=1.C(=O)([O-])[O-].[K+].[K+]. (4) Reactant: [CH:1]1([C:7]([C:9]2[CH:14]=[C:13]([O:15][CH3:16])[CH:12]=[C:11]([O:17][CH3:18])[CH:10]=2)=O)[CH2:6][CH2:5][CH2:4][CH2:3][CH2:2]1.C(C1(C2C=C(OC)C=C(OC)C=2)[S:27][CH2:26][CH2:25][S:24]1)CCC. Product: [CH:1]1([C:7]2([C:9]3[CH:14]=[C:13]([O:15][CH3:16])[CH:12]=[C:11]([O:17][CH3:18])[CH:10]=3)[S:27][CH2:26][CH2:25][S:24]2)[CH2:6][CH2:5][CH2:4][CH2:3][CH2:2]1. The catalyst class is: 195. (5) Reactant: [NH:1]1[C:9]2[C:4](=[C:5]([N:10]3[CH2:15][CH2:14][NH:13][CH2:12][CH2:11]3)[CH:6]=[CH:7][CH:8]=2)[CH:3]=[CH:2]1.[S:16]1[CH2:18][CH2:17]1. Product: [NH:1]1[C:9]2[C:4](=[C:5]([N:10]3[CH2:15][CH2:14][N:13]([CH2:18][CH2:17][SH:16])[CH2:12][CH2:11]3)[CH:6]=[CH:7][CH:8]=2)[CH:3]=[CH:2]1. The catalyst class is: 3. (6) Reactant: FC(F)(F)S(O[C:7]1[CH:12]=[C:11]([CH3:13])[C:10]([CH:14]=[O:15])=[CH:9][C:8]=1[O:16][CH3:17])(=O)=O.CCOC(C)=O.[CH3:26][N:27](C=O)C. Product: [CH:14]([C:10]1[C:11]([CH3:13])=[CH:12][C:7]([C:26]#[N:27])=[C:8]([O:16][CH3:17])[CH:9]=1)=[O:15]. The catalyst class is: 507. (7) Reactant: I([O-])(=O)(=O)=[O:2].[Na+].[C:7]([O:10]CC)(=[O:9])[CH3:8].[Cl:13][C:14]1[CH:19]=[CH:18][C:17]([C@@H:20]2[CH2:24][NH:23]C(=O)C2)=[C:16]([CH:26]=C)[CH:15]=1.[BH4-].[Na+]. Product: [ClH:13].[NH2:23][CH2:24][C@@H:20]([C:17]1[CH:18]=[CH:19][C:14]([Cl:13])=[CH:15][C:16]=1[CH2:26][OH:2])[CH2:8][C:7]([OH:10])=[O:9]. The catalyst class is: 192.